This data is from Catalyst prediction with 721,799 reactions and 888 catalyst types from USPTO. The task is: Predict which catalyst facilitates the given reaction. (1) Reactant: [CH3:1][N:2]([CH3:34])[C@H:3]1[CH2:7][CH2:6][N:5]([C:8]2[C:9]([C:28]3[CH:33]=[CH:32][CH:31]=[CH:30][CH:29]=3)=[C:10]([CH3:27])[C:11]([C:25]#[N:26])=[C:12]3[C:16]=2[O:15][C:14](/[CH:17]=[CH:18]/[C:19]2[CH:24]=[CH:23][CH:22]=[CH:21][CH:20]=2)=[N:13]3)[CH2:4]1.Cl.C(O)C.[H][H]. Product: [CH3:34][N:2]([CH3:1])[C@H:3]1[CH2:7][CH2:6][N:5]([C:8]2[C:9]([C:28]3[CH:33]=[CH:32][CH:31]=[CH:30][CH:29]=3)=[C:10]([CH3:27])[C:11]([C:25]#[N:26])=[C:12]3[C:16]=2[O:15][C:14]([CH2:17][CH2:18][C:19]2[CH:24]=[CH:23][CH:22]=[CH:21][CH:20]=2)=[N:13]3)[CH2:4]1. The catalyst class is: 8. (2) The catalyst class is: 29. Product: [O:1]1[C:5]2[CH:6]=[CH:7][C:8]([CH2:10][CH2:11][C:12]([OH:14])=[O:13])=[CH:9][C:4]=2[O:3][CH2:2]1. Reactant: [O:1]1[C:5]2[CH:6]=[CH:7][C:8]([CH:10]=[CH:11][C:12]([OH:14])=[O:13])=[CH:9][C:4]=2[O:3][CH2:2]1.[H][H].